From a dataset of Full USPTO retrosynthesis dataset with 1.9M reactions from patents (1976-2016). Predict the reactants needed to synthesize the given product. The reactants are: Br[C:2]1[CH:3]=[C:4]([NH:17][S:18]([CH2:21][CH3:22])(=[O:20])=[O:19])[CH:5]=[CH:6][C:7]=1[O:8][C:9]1[CH:14]=[CH:13][C:12]([F:15])=[CH:11][C:10]=1[F:16].[F:23][C:24]1[C:25](=[O:40])[N:26]([CH3:39])[CH:27]=[C:28](B2OC(C)(C)C(C)(C)O2)[CH:29]=1. Given the product [F:16][C:10]1[CH:11]=[C:12]([F:15])[CH:13]=[CH:14][C:9]=1[O:8][C:7]1[CH:6]=[CH:5][C:4]([NH:17][S:18]([CH2:21][CH3:22])(=[O:20])=[O:19])=[CH:3][C:2]=1[C:28]1[CH:29]=[C:24]([F:23])[C:25](=[O:40])[N:26]([CH3:39])[CH:27]=1, predict the reactants needed to synthesize it.